From a dataset of Full USPTO retrosynthesis dataset with 1.9M reactions from patents (1976-2016). Predict the reactants needed to synthesize the given product. (1) Given the product [I:1][C:2]1[CH:3]=[C:4]([CH:7]=[CH:8][CH:9]=1)[CH2:5][N:15]([CH3:16])[CH3:14], predict the reactants needed to synthesize it. The reactants are: [I:1][C:2]1[CH:3]=[C:4]([CH:7]=[CH:8][CH:9]=1)[CH:5]=O.C(O)(=O)C.[CH3:14][N:15](C)[C:16](=O)C.C(O[BH-](OC(=O)C)OC(=O)C)(=O)C.[Na+]. (2) The reactants are: [Cl:1][C:2]1[C:3]([F:28])=[C:4]([CH:8]2[C:12]([C:15]3[CH:20]=[CH:19][C:18]([Cl:21])=[CH:17][C:16]=3[F:22])([C:13]#[N:14])[CH:11]([CH2:23][C:24]([CH3:27])([CH3:26])[CH3:25])[CH2:10][NH:9]2)[CH:5]=[CH:6][CH:7]=1.[C:29]([O:33][CH2:34][CH3:35])(=[O:32])[CH:30]=[CH2:31].FC(F)(F)S([O-])(=O)=O.[Sm+3].FC(F)(F)S([O-])(=O)=O.FC(F)(F)S([O-])(=O)=O. Given the product [CH2:34]([O:33][C:29](=[O:32])[CH2:30][CH2:31][N:9]1[CH2:10][C@@H:11]([CH2:23][C:24]([CH3:25])([CH3:27])[CH3:26])[C@@:12]([C:15]2[CH:20]=[CH:19][C:18]([Cl:21])=[CH:17][C:16]=2[F:22])([C:13]#[N:14])[C@H:8]1[C:4]1[CH:5]=[CH:6][CH:7]=[C:2]([Cl:1])[C:3]=1[F:28])[CH3:35], predict the reactants needed to synthesize it. (3) The reactants are: [C:1]([C:3]1[C:8]([C:9]([C:17]2[CH:22]=[CH:21][CH:20]=[C:19]([O:23][CH2:24][CH2:25][CH2:26][F:27])[CH:18]=2)=[N:10]S(C(C)(C)C)=O)=[CH:7][CH:6]=[CH:5][N:4]=1)#[N:2].I[C:29]1[CH:34]=[CH:33][N:32]=[C:31]([O:35][CH3:36])[CH:30]=1. Given the product [F:27][CH2:26][CH2:25][CH2:24][O:23][C:19]1[CH:18]=[C:17]([C:9]2([C:29]3[CH:34]=[CH:33][N:32]=[C:31]([O:35][CH3:36])[CH:30]=3)[C:8]3[C:3](=[N:4][CH:5]=[CH:6][CH:7]=3)[C:1]([NH2:2])=[N:10]2)[CH:22]=[CH:21][CH:20]=1, predict the reactants needed to synthesize it.